Task: Regression/Classification. Given a drug SMILES string, predict its absorption, distribution, metabolism, or excretion properties. Task type varies by dataset: regression for continuous measurements (e.g., permeability, clearance, half-life) or binary classification for categorical outcomes (e.g., BBB penetration, CYP inhibition). Dataset: cyp2d6_veith.. Dataset: CYP2D6 inhibition data for predicting drug metabolism from PubChem BioAssay The compound is CCCC[C@@H]1C[C@H]1C(NS(=O)(=O)c1cccc2cccnc12)c1ccc(-c2ccccc2)cc1. The result is 0 (non-inhibitor).